This data is from TCR-epitope binding with 47,182 pairs between 192 epitopes and 23,139 TCRs. The task is: Binary Classification. Given a T-cell receptor sequence (or CDR3 region) and an epitope sequence, predict whether binding occurs between them. The epitope is FVDGVPFVV. The TCR CDR3 sequence is CASTPSVGLAGGKSSYEQYF. Result: 0 (the TCR does not bind to the epitope).